From a dataset of Catalyst prediction with 721,799 reactions and 888 catalyst types from USPTO. Predict which catalyst facilitates the given reaction. (1) Reactant: [Na].C([O-])(C)C.[Na+:6].[CH3:7][CH2:8][CH2:9][CH2:10][CH2:11][CH2:12][CH2:13][CH2:14][CH2:15][CH2:16][CH2:17][CH:18]([OH:30])[CH2:19][CH2:20][CH2:21][CH2:22][CH2:23][CH2:24][CH2:25][CH2:26][CH2:27][CH2:28][CH3:29]. Product: [CH3:29][CH2:28][CH2:27][CH2:26][CH2:25][CH2:24][CH2:23][CH2:22][CH2:21][CH2:20][CH2:19][CH:18]([O-:30])[CH2:17][CH2:16][CH2:15][CH2:14][CH2:13][CH2:12][CH2:11][CH2:10][CH2:9][CH2:8][CH3:7].[Na+:6]. The catalyst class is: 32. (2) Product: [CH3:82][N:80]([CH2:79][C:74]1[CH:75]=[CH:76][CH:77]=[CH:78][C:73]=1[C:69]1[CH:70]=[CH:71][CH:72]=[C:67]([N:57]2[C:58]3[N:65]=[CH:64][C:63]([F:66])=[CH:62][C:59]=3[C:60](=[O:61])[N:55]([C@@H:52]3[CH2:53][CH2:54][C@H:49]([NH:48][C:11]([C:9]4[N:10]=[C:5]5[CH:4]=[CH:3][C:2]([F:1])=[CH:7][N:6]5[CH:8]=4)=[O:13])[CH2:50][CH2:51]3)[C:56]2=[O:83])[CH:68]=1)[CH3:81]. The catalyst class is: 18. Reactant: [F:1][C:2]1[CH:3]=[CH:4][C:5]2[N:6]([CH:8]=[C:9]([C:11]([OH:13])=O)[N:10]=2)[CH:7]=1.CCN(C(C)C)C(C)C.CN(C(ON1N=NC2C=CC=NC1=2)=[N+](C)C)C.F[P-](F)(F)(F)(F)F.Cl.[NH2:48][C@@H:49]1[CH2:54][CH2:53][C@H:52]([N:55]2[C:60](=[O:61])[C:59]3[CH:62]=[C:63]([F:66])[CH:64]=[N:65][C:58]=3[N:57]([C:67]3[CH:68]=[C:69]([C:73]4[CH:78]=[CH:77][CH:76]=[CH:75][C:74]=4[CH2:79][N:80]([CH3:82])[CH3:81])[CH:70]=[CH:71][CH:72]=3)[C:56]2=[O:83])[CH2:51][CH2:50]1. (3) The catalyst class is: 324. Product: [Cl:8][C:9]1[CH:10]=[CH:11][C:12]([O:29][CH3:30])=[C:13]([NH:15][C:16]2[NH:20][C:19]3[CH:21]=[CH:22][C:23]([S:25]([N:5]4[CH2:6][CH2:7][N:2]([CH3:1])[CH2:3][CH2:4]4)(=[O:27])=[O:26])=[CH:24][C:18]=3[N:17]=2)[CH:14]=1. Reactant: [CH3:1][N:2]1[CH2:7][CH2:6][NH:5][CH2:4][CH2:3]1.[Cl:8][C:9]1[CH:10]=[CH:11][C:12]([O:29][CH3:30])=[C:13]([NH:15][C:16]2[NH:20][C:19]3[CH:21]=[CH:22][C:23]([S:25](Cl)(=[O:27])=[O:26])=[CH:24][C:18]=3[N:17]=2)[CH:14]=1. (4) Reactant: ClC(N(C)C)=C(C)C.[F:9][C:10]1[CH:15]=[CH:14][CH:13]=[C:12]([F:16])[C:11]=1[C:17]1[S:18][CH:19]=[C:20]([C:22]([OH:24])=O)[N:21]=1.[NH2:25][C:26]1[C:27]([N:35]2[CH2:40][CH2:39][CH2:38][C@H:37]([NH:41][C:42](=[O:48])[O:43][C:44]([CH3:47])([CH3:46])[CH3:45])[CH2:36]2)=[C:28]2[S:34][CH:33]=[CH:32][C:29]2=[N:30][CH:31]=1.N1C=CC=CC=1. Product: [F:16][C:12]1[CH:13]=[CH:14][CH:15]=[C:10]([F:9])[C:11]=1[C:17]1[S:18][CH:19]=[C:20]([C:22]([NH:25][C:26]2[C:27]([N:35]3[CH2:40][CH2:39][CH2:38][C@H:37]([NH:41][C:42](=[O:48])[O:43][C:44]([CH3:46])([CH3:45])[CH3:47])[CH2:36]3)=[C:28]3[S:34][CH:33]=[CH:32][C:29]3=[N:30][CH:31]=2)=[O:24])[N:21]=1. The catalyst class is: 2.